Task: Regression. Given a peptide amino acid sequence and an MHC pseudo amino acid sequence, predict their binding affinity value. This is MHC class I binding data.. Dataset: Peptide-MHC class I binding affinity with 185,985 pairs from IEDB/IMGT (1) The peptide sequence is FQVNRFTGY. The MHC is HLA-B08:01 with pseudo-sequence HLA-B08:01. The binding affinity (normalized) is 0.0847. (2) The peptide sequence is FLRGRAYGI. The MHC is HLA-B40:02 with pseudo-sequence HLA-B40:02. The binding affinity (normalized) is 0. (3) The peptide sequence is FLSFASLFL. The MHC is HLA-A02:03 with pseudo-sequence HLA-A02:03. The binding affinity (normalized) is 1.00. (4) The peptide sequence is NFQTMPGTF. The MHC is HLA-A23:01 with pseudo-sequence HLA-A23:01. The binding affinity (normalized) is 0.425. (5) The peptide sequence is DLMGYIPL. The MHC is H-2-Kb with pseudo-sequence H-2-Kb. The binding affinity (normalized) is 0.233. (6) The peptide sequence is YLKKGRLSL. The MHC is HLA-A02:06 with pseudo-sequence HLA-A02:06. The binding affinity (normalized) is 0.506.